Task: Predict the reactants needed to synthesize the given product.. Dataset: Full USPTO retrosynthesis dataset with 1.9M reactions from patents (1976-2016) (1) The reactants are: Cl.[OH:2][NH:3][C:4]([C:6]1[CH:30]=[CH:29][C:9]2[C:10]3[CH:16]=[CH:15][C:14]([S:17]([NH:20][C@@H:21]([CH:26]([CH3:28])[CH3:27])[C:22]([O:24]C)=[O:23])(=[O:19])=[O:18])=[CH:13][C:11]=3[O:12][C:8]=2[CH:7]=1)=[NH:5]. Given the product [OH:2][NH:3][C:4]([C:6]1[CH:30]=[CH:29][C:9]2[C:10]3[CH:16]=[CH:15][C:14]([S:17]([NH:20][C@@H:21]([CH:26]([CH3:28])[CH3:27])[C:22]([OH:24])=[O:23])(=[O:19])=[O:18])=[CH:13][C:11]=3[O:12][C:8]=2[CH:7]=1)=[NH:5], predict the reactants needed to synthesize it. (2) The reactants are: [Cl:1][C:2]1[C:3]([CH3:22])=[C:4]([Cl:21])[C:5]2[O:10][CH:9]([C:11]([F:14])([F:13])[F:12])[C:8]([C:15]([O:17]CC)=[O:16])=[CH:7][C:6]=2[CH:20]=1.[OH-].[Na+]. Given the product [Cl:1][C:2]1[C:3]([CH3:22])=[C:4]([Cl:21])[C:5]2[O:10][CH:9]([C:11]([F:14])([F:13])[F:12])[C:8]([C:15]([OH:17])=[O:16])=[CH:7][C:6]=2[CH:20]=1, predict the reactants needed to synthesize it. (3) Given the product [N:21]1[CH:22]=[CH:23][CH:24]=[CH:25][C:20]=1[C:6]1[O:7][CH:8]=[CH:9][N:10]=1, predict the reactants needed to synthesize it. The reactants are: C([Sn](CCCC)(CCCC)[C:6]1[O:7][CH:8]=[CH:9][N:10]=1)CCC.Br[C:20]1[CH:25]=[CH:24][CH:23]=[CH:22][N:21]=1. (4) Given the product [Br:1][C:2]1[N:7]=[C:6]([CH3:8])[C:5]([O:9][CH:17]([CH3:19])[CH3:18])=[CH:4][CH:3]=1, predict the reactants needed to synthesize it. The reactants are: [Br:1][C:2]1[N:7]=[C:6]([CH3:8])[C:5]([OH:9])=[CH:4][CH:3]=1.C([O-])([O-])=O.[K+].[K+].Br[CH:17]([CH3:19])[CH3:18].O. (5) Given the product [CH:1]1([N:7]2[CH2:13][C@:12]([F:16])([CH:14]=[CH2:15])[C:11](=[O:17])[N:10]([CH3:18])[C:9]3[CH:19]=[N:20][C:21]([NH:23][C:24]4[CH:32]=[CH:31][C:27]([C:28]([NH:50][C@@H:45]5[CH2:46][CH2:47][CH2:48][NH:49][CH2:44]5)=[O:29])=[CH:26][C:25]=4[O:33][CH3:34])=[N:22][C:8]2=3)[CH2:5][CH2:4][CH2:3][CH2:2]1, predict the reactants needed to synthesize it. The reactants are: [CH:1]1([N:7]2[CH2:13][C@:12]([F:16])([CH:14]=[CH2:15])[C:11](=[O:17])[N:10]([CH3:18])[C:9]3[CH:19]=[N:20][C:21]([NH:23][C:24]4[CH:32]=[CH:31][C:27]([C:28](O)=[O:29])=[CH:26][C:25]=4[O:33][CH3:34])=[N:22][C:8]2=3)C[CH2:5][CH2:4][CH2:3][CH2:2]1.CN(C(ON1N=[N:50][C:45]2[CH:46]=[CH:47][CH:48]=[N:49][C:44]1=2)=[N+](C)C)C.F[P-](F)(F)(F)(F)F.C(N1CCC[C@@H](N)C1)(OC(C)(C)C)=O. (6) Given the product [N+:30]([C:21]1[C:20]([O:19][CH:17]=[CH2:18])=[CH:29][CH:28]=[CH:27][C:22]=1[C:23]([O:25][CH3:26])=[O:24])([O-:32])=[O:31], predict the reactants needed to synthesize it. The reactants are: N1C=CC=CC=1.C(B1OB(C=C)OB([CH:17]=[CH2:18])O1)=C.[OH:19][C:20]1[C:21]([N+:30]([O-:32])=[O:31])=[C:22]([CH:27]=[CH:28][CH:29]=1)[C:23]([O:25][CH3:26])=[O:24].N1C=CC=CC=1. (7) Given the product [F:12][C:13]1[CH:18]=[C:17]([CH3:19])[CH:16]=[CH:15][C:14]=1[CH:20]([C:31]1[C:30]2[C:34](=[C:35]([CH2:37][S:38]([CH3:41])(=[O:39])=[O:40])[CH:36]=[C:28]([F:27])[CH:29]=2)[NH:33][CH:32]=1)[CH:21]1[CH2:23][CH:22]1[C:24]#[N:25], predict the reactants needed to synthesize it. The reactants are: [Cl-].[In+3].[Cl-].[Cl-].FC(F)(F)C(O)=O.[F:12][C:13]1[CH:18]=[C:17]([CH3:19])[CH:16]=[CH:15][C:14]=1[CH:20](O)[CH:21]1[CH2:23][CH:22]1[C:24]#[N:25].[F:27][C:28]1[CH:29]=[C:30]2[C:34](=[C:35]([CH2:37][S:38]([CH3:41])(=[O:40])=[O:39])[CH:36]=1)[NH:33][CH:32]=[CH:31]2. (8) Given the product [CH3:1][C:2]1[C:3]([CH3:4])=[N:16][C:17]2[C:18]([C:19]([O:21][CH2:22][CH3:23])=[O:20])=[CH:24][CH:25]=[CH:26][C:27]=2[N:28]=1, predict the reactants needed to synthesize it. The reactants are: [CH3:1][C:2](=O)[C:3](=O)[CH3:4].S(S([O-])=O)([O-])(=O)=O.[Na+].[Na+].[NH2:16][C:17]1[C:27]([NH2:28])=[CH:26][CH:25]=[CH:24][C:18]=1[C:19]([O:21][CH2:22][CH3:23])=[O:20].C([O-])([O-])=O.[K+].[K+].